From a dataset of Forward reaction prediction with 1.9M reactions from USPTO patents (1976-2016). Predict the product of the given reaction. (1) The product is: [Br:15][C:16]1[CH:17]=[CH:18][C:19]2[N:20]([N:22]=[C:23]([C:37]3[CH:38]=[CH:39][CH:40]=[CH:41][CH:42]=3)[C:24]=2[CH2:25][C:26]2[N:31]=[C:30]([C:32]([O:34][CH3:35])=[O:33])[CH:29]=[CH:28][CH:27]=2)[CH:21]=1. Given the reactants FC(F)(F)C(O)=O.C([SiH](CC)CC)C.[Br:15][C:16]1[CH:17]=[CH:18][C:19]2[N:20]([N:22]=[C:23]([C:37]3[CH:42]=[CH:41][CH:40]=[CH:39][CH:38]=3)[C:24]=2[CH:25](O)[C:26]2[N:31]=[C:30]([C:32]([O:34][CH3:35])=[O:33])[CH:29]=[CH:28][CH:27]=2)[CH:21]=1.C(=O)(O)[O-].[Na+], predict the reaction product. (2) Given the reactants C(=O)([O-])[O-].[K+].[K+].Br[CH2:8][C:9]([O:11][CH3:12])=[O:10].[Br:13][C:14]1[CH:19]=[CH:18][CH:17]=[C:16]([C:20]2[CH:21]=[N:22][NH:23][CH:24]=2)[N:15]=1.C(OCC)C, predict the reaction product. The product is: [CH3:12][O:11][C:9](=[O:10])[CH2:8][N:22]1[CH:21]=[C:20]([C:16]2[CH:17]=[CH:18][CH:19]=[C:14]([Br:13])[N:15]=2)[CH:24]=[N:23]1. (3) The product is: [F:1][C:2]1[CH:3]=[C:4]2[C:10]([I:11])=[N:9][N:8]([CH2:16][CH2:15][C:14]([F:19])([F:18])[C:13]([F:21])([F:20])[F:12])[C:5]2=[N:6][CH:7]=1. Given the reactants [F:1][C:2]1[CH:3]=[C:4]2[C:10]([I:11])=[N:9][NH:8][C:5]2=[N:6][CH:7]=1.[F:12][C:13]([F:21])([F:20])[C:14]([F:19])([F:18])[CH2:15][CH2:16]I.C(=O)([O-])[O-].[Cs+].[Cs+].[I-].[K+], predict the reaction product. (4) Given the reactants F[C:2]1[CH:20]=[CH:19][C:5]([C:6]([NH:8][C:9]2[CH:14]=[CH:13][C:12]([C:15]([F:18])([F:17])[F:16])=[CH:11][CH:10]=2)=[O:7])=[CH:4][C:3]=1[N+:21]([O-:23])=[O:22].[OH-].[K+].[C:26]([O:30][C:31](=[O:40])[NH:32][C:33]1[CH:38]=[CH:37][C:36]([OH:39])=[CH:35][CH:34]=1)([CH3:29])([CH3:28])[CH3:27], predict the reaction product. The product is: [C:26]([O:30][C:31](=[O:40])[NH:32][C:33]1[CH:34]=[CH:35][C:36]([O:39][C:2]2[CH:20]=[CH:19][C:5]([C:6](=[O:7])[NH:8][C:9]3[CH:14]=[CH:13][C:12]([C:15]([F:18])([F:17])[F:16])=[CH:11][CH:10]=3)=[CH:4][C:3]=2[N+:21]([O-:23])=[O:22])=[CH:37][CH:38]=1)([CH3:29])([CH3:27])[CH3:28].